Dataset: Forward reaction prediction with 1.9M reactions from USPTO patents (1976-2016). Task: Predict the product of the given reaction. (1) Given the reactants CCN(C(C)C)C(C)C.C([N:12]1[C:17]([S:18][CH2:19][C:20]([O:22][CH2:23][CH3:24])=[O:21])=[C:16]([C:25]#[N:26])[C:15]([C:27]2[CH:32]=[CH:31][CH:30]=[C:29]([N+:33]([O-:35])=[O:34])[CH:28]=2)=[N:14][CH:13]1[C:36]1[CH:41]=[CH:40][CH:39]=[CH:38][CH:37]=1)C.CCO, predict the reaction product. The product is: [NH2:26][C:25]1[C:16]2[C:15]([C:27]3[CH:32]=[CH:31][CH:30]=[C:29]([N+:33]([O-:35])=[O:34])[CH:28]=3)=[N:14][C:13]([C:36]3[CH:41]=[CH:40][CH:39]=[CH:38][CH:37]=3)=[N:12][C:17]=2[S:18][C:19]=1[C:20]([O:22][CH2:23][CH3:24])=[O:21]. (2) Given the reactants [CH:1]([CH:3]([C:9]([CH3:12])([CH3:11])[CH3:10])[C:4]([O:6]CC)=O)=O.[NH2:13][C:14]1[NH:18][N:17]=[CH:16][C:15]=1[C:19]#[N:20], predict the reaction product. The product is: [C:9]([C:3]1[C:4](=[O:6])[N:18]2[N:17]=[CH:16][C:15]([C:19]#[N:20])=[C:14]2[NH:13][CH:1]=1)([CH3:10])([CH3:11])[CH3:12]. (3) Given the reactants [CH3:1][S:2](Cl)(=[O:4])=[O:3].[NH2:6][C:7]1[CH:15]=[CH:14][CH:13]=[C:12]2[C:8]=1[C:9](=[O:34])[N:10]([CH:17]([C:23]1[CH:28]=[CH:27][C:26]([O:29][CH3:30])=[C:25]([O:31][CH2:32][CH3:33])[CH:24]=1)[CH2:18][S:19]([CH3:22])(=[O:21])=[O:20])[C:11]2=[O:16].C(N(CC)CC)C, predict the reaction product. The product is: [CH3:1][S:2]([N:6]([S:2]([CH3:1])(=[O:4])=[O:3])[C:7]1[CH:15]=[CH:14][CH:13]=[C:12]2[C:8]=1[C:9](=[O:34])[N:10]([CH:17]([C:23]1[CH:28]=[CH:27][C:26]([O:29][CH3:30])=[C:25]([O:31][CH2:32][CH3:33])[CH:24]=1)[CH2:18][S:19]([CH3:22])(=[O:20])=[O:21])[C:11]2=[O:16])(=[O:4])=[O:3]. (4) Given the reactants [C:1]([O:5][C:6]([N:8]1[CH2:11][CH:10]([C:12]([OH:14])=O)[CH2:9]1)=[O:7])([CH3:4])([CH3:3])[CH3:2].[CH3:15][C:16]1[CH:17]=[CH:18][C:19]([CH2:22][NH2:23])=[CH:20][CH:21]=1.CN(C(ON1N=NC2C=CC=CC1=2)=[N+](C)C)C.F[P-](F)(F)(F)(F)F.C(N(C(C)C)CC)(C)C, predict the reaction product. The product is: [CH3:15][C:16]1[CH:21]=[CH:20][C:19]([CH2:22][NH:23][C:12]([CH:10]2[CH2:9][N:8]([C:6]([O:5][C:1]([CH3:2])([CH3:3])[CH3:4])=[O:7])[CH2:11]2)=[O:14])=[CH:18][CH:17]=1.